Predict which catalyst facilitates the given reaction. From a dataset of Catalyst prediction with 721,799 reactions and 888 catalyst types from USPTO. Reactant: [C:1]1([C:7]2[C:8](=[N:13][NH:14][C:15]3[CH:20]=[CH:19][CH:18]=[CH:17][CH:16]=3)[C:9]([NH2:12])=[N:10][N:11]=2)[CH:6]=[CH:5][CH:4]=[CH:3][CH:2]=1.C(=O)([O-])[O-].[K+].[K+].[I-].[Na+].Cl.Cl[CH2:31][CH2:32][N:33]1[CH2:38][CH2:37][O:36][CH2:35][CH2:34]1. Product: [N:33]1([CH2:32][CH2:31][NH:12][C:9]2[C:8](=[N:13][NH:14][C:15]3[CH:16]=[CH:17][CH:18]=[CH:19][CH:20]=3)[C:7]([C:1]3[CH:2]=[CH:3][CH:4]=[CH:5][CH:6]=3)=[N:11][N:10]=2)[CH2:38][CH2:37][O:36][CH2:35][CH2:34]1. The catalyst class is: 10.